From a dataset of Experimentally validated miRNA-target interactions with 360,000+ pairs, plus equal number of negative samples. Binary Classification. Given a miRNA mature sequence and a target amino acid sequence, predict their likelihood of interaction. (1) The miRNA is mmu-miR-142a-3p with sequence UGUAGUGUUUCCUACUUUAUGGA. The protein sequence of the target gene is MADQRMDISSTISDFMSPGPTDLLSGSLGTSGVDCNRKRKGSATDYQLDDFAFEESMDTDKDDPHGRLEYAEHQGRIKNAREAHSQIEKRRRDKMNSFIDELASLVPTCNAMSRKLDKLTVLRMAVQHMKTLRGATNPYTEANYKPTFLSDDELKHLILRAADGFLFVVGCDRGKILFVSESVFKILNYSQNDLIGQSLFDYLHPKDIAKVKEQLSSSDTAPRERLIDAKTGLPVKTDITPGPSRLCSGARRSFFCRMKCNRPSVKVEDKDFASTCSKKKDRKSFCTIHSTGYLKSWPPT.... Result: 1 (interaction). (2) The miRNA is hsa-miR-4440 with sequence UGUCGUGGGGCUUGCUGGCUUG. The protein sequence of the target gene is MNINDLKLTLSKAGQEHLLRFWNELEEAQQVELYAELQAMNFEELNFFFQKAIEGFNQSSHQKNVDARMEPVPREVLGSATRDQDQLQAWESEGLFQISQNKVAVLLLAGGQGTRLGVAYPKGMYDVGLPSRKTLFQIQAERILKLQQVAEKYYGNKCIIPWYIMTSGRTMESTKEFFTKHKYFGLKKENVIFFQQGMLPAMSFDGKIILEEKNKVSMAPDGNGGLYRALAAQNIVEDMEQRGIWSIHVYCVDNILVKVADPRFIGFCIQKGADCGAKVVEKTNPTEPVGVVCRVDGVYQ.... Result: 0 (no interaction). (3) The miRNA is hsa-miR-4695-5p with sequence CAGGAGGCAGUGGGCGAGCAGG. The protein sequence of the target gene is MRRFKRKHLTVVDCHHLARSHLAVTQPFSQRWTNRDPNHGLYPRPRTKGRNRGRGCQRYISEFFLAGHQHCTNDMAKSNSVGQDSCQDAEGDMILTAESSCTLPQVDNGEARLGSSGSAQPARKRAHCFEEATESGQWDGVTKKTPRHRLFPSCSRLREARQGAEDSLSQCSPVPGEAGRDIEDIGPDPLPDSYYGLLGMLPCQEVPSHICRLPSEVLRHIFAFLPVEDLYWNLSLVCHLWREIINDPLFIPWKKLYHRYLINEEQAVSKVDGILSSHGIEKDSDLCVLNLIRYTATTKC.... Result: 0 (no interaction). (4) The miRNA is hsa-miR-6509-3p with sequence UUCCACUGCCACUACCUAAUUU. The protein sequence of the target gene is MELFLAGRRVLVTGAGKGIGRGTVQALHATGARVVAVSRTQADLDSLVRECPGIEPVCVDLGDWEATERALGSVGPVDLLVNNAAVALLQPFLEVTKEAFDRSFEVNLRAVIQVSQIVARGLIARGVPGAIVNVSSQCSQRAVTNHSVYCSTKGALDMLTKVMALELGPHKIRVNAVNPTVVMTSMGQATWSDPHKAKTMLNRIPLGKFAEVEHVVNAILFLLSDRSGMTTGSTLPVEGGFWAC. Result: 0 (no interaction). (5) The miRNA is hsa-miR-3680-5p with sequence GACUCACUCACAGGAUUGUGCA. The protein sequence of the target gene is MRAQRGLILLLLLLAVFCSTAVSLKCYNCLDPVSSCKINTTCSPNLDSCLYAVAGRQVYQQCWKLSDCNSNYIMSRLDVAGIQSKCCQWDLCNKNLDGLEEPNNAETSSLRKTALLGTSVLVAILKFCF. Result: 0 (no interaction). (6) The miRNA is hsa-miR-3660 with sequence ACUGACAGGAGAGCAUUUUGA. The protein sequence of the target gene is MSGSFDRKLSSILTDISSSLSCHAGSKDSPTLPESTVTDLGYYSAPQHDYYSGQPYGQTVNPYTYHHQFNLNGLAGTGAYSPKSEYTYGGSYRQYGAYREQPLPAQDPVSVKEEPEAEVRMVNGKPKKVRKPRTIYSSYQLAALQRRFQKAQYLALPERAELAAQLGLTQTQVKIWFQNRRSKFKKLYKNGEVPLEHSPNNSDSMACNSPPSPALWDTSSHSTPAPARNPLPPPLPYSASPNYLDDPTNSWYHTQNLSGPHLQQQPPQPATLHHASPGPPPNPGAVY. Result: 0 (no interaction). (7) The miRNA is hsa-miR-382-5p with sequence GAAGUUGUUCGUGGUGGAUUCG. The protein sequence of the target gene is MGEGGLPPAFQLLLRACDQGDTETARRLLEPGAAEPAERGAEPEAGAEPAGAEVAGPGAAAAGAVGAPVPVDCSDEAGNTALQFAAAGGHEPLVRFLLRRGASVNSRNHYGWSALMQAARFGHVSVAHLLLDHGADVNAQNRLGASVLTVASRGGHLGVVKLLLEAGAFVDHHHPSGEQLGLGGSRDEPLDITALMAAIQHGHEAVVRLLMEWGADPNHAARTVGWSPLMLAALTGRLGVAQQLVEKGANPDHLSVLEKTAFEVALDCKHRDLVDYLDPLTTVRPKTDEEKRRPDIFHAL.... Result: 0 (no interaction). (8) The miRNA is mmu-miR-668-3p with sequence UGUCACUCGGCUCGGCCCACUACC. The protein sequence of the target gene is MGRIFLDHIGGTRLFSCANCDTILTNRSELISTRFTGATGRAFLFNKVVNLQYSEVQDRVMLTGRHMVRDVSCKNCNSKLGWIYEFATEDSQRYKEGRVILERALVRESEGFEEHVPSDNS. Result: 0 (no interaction).